Dataset: Peptide-MHC class I binding affinity with 185,985 pairs from IEDB/IMGT. Task: Regression. Given a peptide amino acid sequence and an MHC pseudo amino acid sequence, predict their binding affinity value. This is MHC class I binding data. (1) The MHC is HLA-B44:02 with pseudo-sequence HLA-B44:02. The peptide sequence is QIYPGIKVR. The binding affinity (normalized) is 0. (2) The peptide sequence is YPQLSAIAL. The binding affinity (normalized) is 0.797. The MHC is HLA-B15:09 with pseudo-sequence HLA-B15:09.